From a dataset of Catalyst prediction with 721,799 reactions and 888 catalyst types from USPTO. Predict which catalyst facilitates the given reaction. (1) Reactant: N(C(OC(C)C)=O)=NC(OC(C)C)=O.[Br:15][C:16]1[CH:21]=[CH:20][C:19]([CH:22]([CH2:29][C:30]2[CH:35]=[CH:34][C:33]([OH:36])=[CH:32][CH:31]=2)[CH2:23][C:24]([O:26][CH2:27][CH3:28])=[O:25])=[CH:18][CH:17]=1.[C:37]([O:41][C:42]([N:44]([C:46]1[N:51]=[C:50]([CH:52](O)[CH3:53])[CH:49]=[CH:48][CH:47]=1)[CH3:45])=[O:43])([CH3:40])([CH3:39])[CH3:38].C1(P(C2C=CC=CC=2)C2C=CC=CC=2)C=CC=CC=1. Product: [Br:15][C:16]1[CH:17]=[CH:18][C:19]([CH:22]([CH2:29][C:30]2[CH:31]=[CH:32][C:33]([O:36][CH2:53][CH2:52][C:50]3[CH:49]=[CH:48][CH:47]=[C:46]([N:44]([C:42]([O:41][C:37]([CH3:38])([CH3:40])[CH3:39])=[O:43])[CH3:45])[N:51]=3)=[CH:34][CH:35]=2)[CH2:23][C:24]([O:26][CH2:27][CH3:28])=[O:25])=[CH:20][CH:21]=1. The catalyst class is: 2. (2) Reactant: O1CCCCC1[N:7]1[CH:11]=[CH:10][CH:9]=[N:8]1.C([Li])CCC.[C:17]([C:20]1[CH:37]=[CH:36][C:23]2[N:24]([CH2:28][O:29][CH2:30][CH2:31][Si:32]([CH3:35])([CH3:34])[CH3:33])[C:25](=[O:27])[S:26][C:22]=2[CH:21]=1)(=O)[CH3:18].S(=O)(=O)(O)O.[OH-].[Na+]. Product: [NH:8]1[C:9]([C:17]([C:20]2[CH:37]=[CH:36][C:23]3[N:24]([CH2:28][O:29][CH2:30][CH2:31][Si:32]([CH3:35])([CH3:34])[CH3:33])[C:25](=[O:27])[S:26][C:22]=3[CH:21]=2)=[CH2:18])=[CH:10][CH:11]=[N:7]1. The catalyst class is: 1.